From a dataset of Full USPTO retrosynthesis dataset with 1.9M reactions from patents (1976-2016). Predict the reactants needed to synthesize the given product. (1) Given the product [CH2:7]([N:14]1[CH2:19][CH2:18][O:17][C:16]([CH2:20][OH:21])([CH2:25][OH:26])[CH2:15]1)[C:8]1[CH:9]=[CH:10][CH:11]=[CH:12][CH:13]=1, predict the reactants needed to synthesize it. The reactants are: [H-].[Al+3].[Li+].[H-].[H-].[H-].[CH2:7]([N:14]1[CH2:19][CH2:18][O:17][C:16]([C:25](OCC)=[O:26])([C:20](OCC)=[O:21])[C:15]1=O)[C:8]1[CH:13]=[CH:12][CH:11]=[CH:10][CH:9]=1.O.[OH-].[Na+]. (2) Given the product [CH3:13][N:14]([CH3:25])[S:15]([N:18]1[CH:22]=[CH:21][N:20]=[C:19]1[CH:23]([C:2]1[CH:7]=[CH:6][CH:5]=[CH:4][N:3]=1)[OH:24])(=[O:16])=[O:17], predict the reactants needed to synthesize it. The reactants are: Br[C:2]1[CH:7]=[CH:6][CH:5]=[CH:4][N:3]=1.C([Li])CCC.[CH3:13][N:14]([CH3:25])[S:15]([N:18]1[CH:22]=[CH:21][N:20]=[C:19]1[CH:23]=[O:24])(=[O:17])=[O:16].[Cl-].[NH4+]. (3) Given the product [Cl:1][C:2]1[CH:10]=[C:9]2[C:5]([C:6]([C:11]([O:13][CH3:14])=[O:12])=[CH:7][NH:8]2)=[CH:4][C:3]=1[C:24]1[CH:29]=[CH:28][C:27]([CH3:30])=[CH:26][CH:25]=1, predict the reactants needed to synthesize it. The reactants are: [Cl:1][C:2]1[CH:10]=[C:9]2[C:5]([C:6]([C:11]([O:13][CH3:14])=[O:12])=[CH:7][NH:8]2)=[CH:4][C:3]=1B1OCC(C)(C)CO1.Br[C:24]1[CH:29]=[CH:28][C:27]([CH3:30])=[CH:26][CH:25]=1.C(=O)([O-])[O-].[K+].[K+].C(OCC)(=O)C. (4) Given the product [F:1][C:2]1[CH:3]=[C:4]([C:13]2[CH:18]=[CH:17][C:16]([O:19][CH2:20][CH:21]3[CH2:22][CH2:23][N:24]([CH2:27][C:28]([F:31])([CH3:29])[CH3:30])[CH2:25][CH2:26]3)=[C:15]([CH2:32][OH:33])[CH:14]=2)[CH:5]=[CH:6][C:7]=1[C:8]([OH:10])=[O:9], predict the reactants needed to synthesize it. The reactants are: [F:1][C:2]1[CH:3]=[C:4]([C:13]2[CH:18]=[CH:17][C:16]([O:19][CH2:20][CH:21]3[CH2:26][CH2:25][N:24]([CH2:27][C:28]([F:31])([CH3:30])[CH3:29])[CH2:23][CH2:22]3)=[C:15]([CH2:32][OH:33])[CH:14]=2)[CH:5]=[CH:6][C:7]=1[C:8]([O:10]CC)=[O:9].O[Li].O. (5) Given the product [CH3:12][C:13]1[C:14]2[N:21]=[C:30]([C:29]3[C:24]([CH3:23])=[N:25][C:26]([NH:32][CH2:33][CH2:34][CH2:35][CH:36]4[CH2:37][CH2:38][N:39]([CH3:42])[CH2:40][CH2:41]4)=[N:27][CH:28]=3)[NH:20][C:15]=2[CH:16]=[C:17]([CH3:19])[CH:18]=1, predict the reactants needed to synthesize it. The reactants are: S(S([O-])=O)([O-])(=O)=O.[Na+].[Na+].Cl.Cl.[CH3:12][C:13]1[CH:18]=[C:17]([CH3:19])[CH:16]=[C:15]([NH2:20])[C:14]=1[NH2:21].Cl.[CH3:23][C:24]1[C:29]([CH:30]=O)=[CH:28][N:27]=[C:26]([NH:32][CH2:33][CH2:34][CH2:35][CH:36]2[CH2:41][CH2:40][N:39]([CH3:42])[CH2:38][CH2:37]2)[N:25]=1.C(=O)([O-])[O-].[K+].[K+]. (6) The reactants are: [CH:1](=[N:8]/[CH2:9][CH2:10][CH:11]=[CH2:12])\[C:2]1[CH:7]=[CH:6][CH:5]=[CH:4][CH:3]=1.[BH4-].[Na+].C(Cl)Cl. Given the product [CH2:1]([NH:8][CH2:9][CH2:10][CH:11]=[CH2:12])[C:2]1[CH:7]=[CH:6][CH:5]=[CH:4][CH:3]=1, predict the reactants needed to synthesize it.